The task is: Regression. Given two drug SMILES strings and cell line genomic features, predict the synergy score measuring deviation from expected non-interaction effect.. This data is from NCI-60 drug combinations with 297,098 pairs across 59 cell lines. (1) Drug 1: CN1CCC(CC1)COC2=C(C=C3C(=C2)N=CN=C3NC4=C(C=C(C=C4)Br)F)OC. Drug 2: CC1OCC2C(O1)C(C(C(O2)OC3C4COC(=O)C4C(C5=CC6=C(C=C35)OCO6)C7=CC(=C(C(=C7)OC)O)OC)O)O. Cell line: TK-10. Synergy scores: CSS=36.4, Synergy_ZIP=-6.16, Synergy_Bliss=0.510, Synergy_Loewe=1.42, Synergy_HSA=3.86. (2) Drug 1: CN(CC1=CN=C2C(=N1)C(=NC(=N2)N)N)C3=CC=C(C=C3)C(=O)NC(CCC(=O)O)C(=O)O. Drug 2: C1CC(=O)NC(=O)C1N2C(=O)C3=CC=CC=C3C2=O. Cell line: SF-268. Synergy scores: CSS=44.0, Synergy_ZIP=-0.957, Synergy_Bliss=-1.52, Synergy_Loewe=-69.1, Synergy_HSA=-1.47. (3) Drug 1: COC1=C(C=C2C(=C1)N=CN=C2NC3=CC(=C(C=C3)F)Cl)OCCCN4CCOCC4. Drug 2: C(CC(=O)O)C(=O)CN.Cl. Cell line: HL-60(TB). Synergy scores: CSS=13.1, Synergy_ZIP=-0.231, Synergy_Bliss=0.696, Synergy_Loewe=-18.9, Synergy_HSA=0.166. (4) Drug 1: CC12CCC3C(C1CCC2=O)CC(=C)C4=CC(=O)C=CC34C. Drug 2: C1CN(P(=O)(OC1)NCCCl)CCCl. Cell line: HCC-2998. Synergy scores: CSS=19.5, Synergy_ZIP=1.87, Synergy_Bliss=-0.0993, Synergy_Loewe=-18.4, Synergy_HSA=-1.64. (5) Drug 1: C1=CN(C(=O)N=C1N)C2C(C(C(O2)CO)O)O.Cl. Drug 2: C1CN(CCN1C(=O)CCBr)C(=O)CCBr. Cell line: OVCAR-5. Synergy scores: CSS=36.1, Synergy_ZIP=-1.80, Synergy_Bliss=-0.196, Synergy_Loewe=1.23, Synergy_HSA=3.06.